Task: Regression/Classification. Given a drug SMILES string, predict its absorption, distribution, metabolism, or excretion properties. Task type varies by dataset: regression for continuous measurements (e.g., permeability, clearance, half-life) or binary classification for categorical outcomes (e.g., BBB penetration, CYP inhibition). Dataset: cyp2c19_veith.. Dataset: CYP2C19 inhibition data for predicting drug metabolism from PubChem BioAssay (1) The compound is O=C(Nc1ccc(Cl)cc1)OCc1cc(-c2ccccc2)on1. The result is 1 (inhibitor). (2) The result is 0 (non-inhibitor). The drug is C#CCCCC(=O)Nc1ccccc1. (3) The drug is COc1ccc(NC(=O)C2(c3ccc(NC(=O)c4ccc(C)cc4)cc3)CCCC2)cc1. The result is 0 (non-inhibitor). (4) The molecule is COc1cc(CNCc2cccs2)ccc1OCC(=O)NC(C)(C)C.Cl. The result is 1 (inhibitor). (5) The drug is CN(C)C(=O)c1cn(N(C)c2ncc(C(F)(F)F)cc2Cl)c(=O)c2ccccc12. The result is 1 (inhibitor). (6) The drug is CN(C)Cc1ccccc1-c1nc(NC2CC2)c2ccccc2n1. The result is 0 (non-inhibitor). (7) The compound is COc1ccc(-c2nc3cnc(N4CCOCC4)nc3n(C[C@H]3CCCO3)c2=O)cc1. The result is 0 (non-inhibitor). (8) The drug is N#Cc1cccc(-c2cncnc2NCc2cccnc2)c1. The result is 1 (inhibitor).